The task is: Predict the reactants needed to synthesize the given product.. This data is from Full USPTO retrosynthesis dataset with 1.9M reactions from patents (1976-2016). Given the product [C:1]1([CH:7]([NH:10][C:26]2[C:25]3[N:29]=[CH:30][N:31]([C:24]=3[N:23]=[CH:22][N:27]=2)[C@@H:32]2[O:36][C@H:35]([CH2:37][OH:38])[C@@H:34]([OH:39])[C@H:33]2[OH:40])[CH2:8][CH3:9])[CH:6]=[CH:5][CH:4]=[CH:3][CH:2]=1, predict the reactants needed to synthesize it. The reactants are: [C:1]1([CH:7]([NH2:10])[CH2:8][CH3:9])[CH:6]=[CH:5][CH:4]=[CH:3][CH:2]=1.Cl.C1(C(N)CC)C=CC=CC=1.[CH:22]1[N:27]=[C:26](Cl)[C:25]2[N:29]=[CH:30][N:31]([C@@H:32]3[O:36][C@H:35]([CH2:37][OH:38])[C@@H:34]([OH:39])[C@H:33]3[OH:40])[C:24]=2[N:23]=1.C(N(CC)CC)C.